Task: Predict the reaction yield, written as a fraction of the theoretical maximum amount of product (1.0 means a 100% yield; for example, 0.34 means a 34% yield).. Dataset: Reaction yield outcomes from USPTO patents with 853,638 reactions (1) The reactants are [F:1][C:2]1[CH:7]=[CH:6][CH:5]=[CH:4][C:3]=1[C:8]1[N:9]=[N:10][N:11]([CH3:15])[C:12]=1[CH:13]=[O:14].[BH4-].[Na+]. The catalyst is CO. The product is [F:1][C:2]1[CH:7]=[CH:6][CH:5]=[CH:4][C:3]=1[C:8]1[N:9]=[N:10][N:11]([CH3:15])[C:12]=1[CH2:13][OH:14]. The yield is 0.808. (2) The reactants are C([O:5][C:6]([NH:8][CH2:9][CH2:10][C:11]1[N:15]=[C:14]([C:16]([O:18][CH2:19][CH3:20])=[O:17])[NH:13][N:12]=1)=[O:7])(C)(C)C.C(O)=O. No catalyst specified. The product is [CH:6]([OH:7])=[O:5].[NH2:8][CH2:9][CH2:10][C:11]1[N:15]=[C:14]([C:16]([O:18][CH2:19][CH3:20])=[O:17])[NH:13][N:12]=1. The yield is 0.500. (3) The reactants are [C:1]([N:4]1[C:13]2[C:8](=[CH:9][C:10]([C:14]3[CH:19]=[CH:18][C:17]([CH2:20][C:21]([O:23]CC)=[O:22])=[CH:16][CH:15]=3)=[CH:11][CH:12]=2)[C@H:7]([NH:26][C:27]([O:29][CH:30]([CH3:32])[CH3:31])=[O:28])[CH2:6][C@@H:5]1[CH3:33])(=[O:3])[CH3:2].O.[OH-].[Na+]. The catalyst is CO. The product is [C:1]([N:4]1[C:13]2[C:8](=[CH:9][C:10]([C:14]3[CH:19]=[CH:18][C:17]([CH2:20][C:21]([OH:23])=[O:22])=[CH:16][CH:15]=3)=[CH:11][CH:12]=2)[C@H:7]([NH:26][C:27]([O:29][CH:30]([CH3:32])[CH3:31])=[O:28])[CH2:6][C@@H:5]1[CH3:33])(=[O:3])[CH3:2]. The yield is 0.790. (4) The reactants are [OH:1][CH2:2][C@@H:3]([N:11](C([O-])=O)[NH:12]C([O-])=O)[CH2:4][CH:5]1[CH2:10][CH2:9][CH2:8][O:7][CH2:6]1. The catalyst is CO.[OH-].[OH-].[Pd+2]. The product is [NH:11]([C@@H:3]([CH2:4][CH:5]1[CH2:10][CH2:9][CH2:8][O:7][CH2:6]1)[CH2:2][OH:1])[NH2:12]. The yield is 0.940. (5) The catalyst is COCCOC.C1C=CC([P]([Pd]([P](C2C=CC=CC=2)(C2C=CC=CC=2)C2C=CC=CC=2)([P](C2C=CC=CC=2)(C2C=CC=CC=2)C2C=CC=CC=2)[P](C2C=CC=CC=2)(C2C=CC=CC=2)C2C=CC=CC=2)(C2C=CC=CC=2)C2C=CC=CC=2)=CC=1.C(OCC)(=O)C. The reactants are [CH2:1]([O:3][C:4]([C:6]1[C:15](=[O:16])[C:14]2[C:9](=[N:10][C:11](Br)=[C:12]([CH2:17][C:18]3[CH:23]=[CH:22][CH:21]=[C:20]([Cl:24])[C:19]=3[F:25])[CH:13]=2)[N:8]([C@H:27]([C:32]([CH3:40])([CH3:39])[O:33][SiH2:34][C:35]([CH3:38])([CH3:37])[CH3:36])[C:28]([CH3:31])([CH3:30])[CH3:29])[CH:7]=1)=[O:5])[CH3:2].[CH3:41]B(O)O.C(=O)([O-])[O-].[Na+].[Na+].[Cl-].[NH4+]. The yield is 0.630. The product is [CH2:1]([O:3][C:4]([C:6]1[C:15](=[O:16])[C:14]2[C:9](=[N:10][C:11]([CH3:41])=[C:12]([CH2:17][C:18]3[CH:23]=[CH:22][CH:21]=[C:20]([Cl:24])[C:19]=3[F:25])[CH:13]=2)[N:8]([C@H:27]([C:32]([CH3:40])([CH3:39])[O:33][SiH2:34][C:35]([CH3:38])([CH3:37])[CH3:36])[C:28]([CH3:31])([CH3:30])[CH3:29])[CH:7]=1)=[O:5])[CH3:2].